Dataset: Reaction yield outcomes from USPTO patents with 853,638 reactions. Task: Predict the reaction yield, written as a fraction of the theoretical maximum amount of product (1.0 means a 100% yield; for example, 0.34 means a 34% yield). (1) The reactants are S(Cl)(Cl)=O.[NH2:5][C:6]1[C:14]([CH3:15])=[CH:13][CH:12]=[CH:11][C:7]=1[C:8]([OH:10])=O.[Br:16][C:17]1[C:18]([CH3:24])=[C:19]([CH:21]=[CH:22][CH:23]=1)[NH2:20].C([O-])([O-])=O.[K+].[K+]. The catalyst is C1COCC1. The product is [NH2:5][C:6]1[C:14]([CH3:15])=[CH:13][CH:12]=[CH:11][C:7]=1[C:8]([NH:20][C:19]1[CH:21]=[CH:22][CH:23]=[C:17]([Br:16])[C:18]=1[CH3:24])=[O:10]. The yield is 0.400. (2) The catalyst is C1COCC1.BrCCC=C.CCOCC. The reactants are [Mg].II.CON(C)[C:7](=[O:19])[CH2:8][CH2:9][CH2:10][NH:11][C:12](=[O:18])[O:13][C:14]([CH3:17])([CH3:16])[CH3:15].[Cl-].[NH4+]. The yield is 0.620. The product is [O:19]=[C:7]([CH2:10][CH2:9][CH:8]=[CH2:7])[CH2:8][CH2:9][CH2:10][NH:11][C:12](=[O:18])[O:13][C:14]([CH3:15])([CH3:16])[CH3:17]. (3) The reactants are [C:1]([C:5]1[CH:53]=[CH:52][C:8]2[NH:9][C:10]([CH2:12][CH2:13][CH2:14][CH2:15][N:16]([CH2:20][C@@H:21]3[C@H:25]4[O:26]C(C)(C)[O:28][C@H:24]4[C@H:23]([N:31]4[C:35]5[N:36]=[CH:37][N:38]=[C:39]([NH:40]CC6C=CC(OC)=CC=6OC)[C:34]=5[CH:33]=[CH:32]4)[O:22]3)[CH:17]([CH3:19])[CH3:18])=[N:11][C:7]=2[CH:6]=1)([CH3:4])([CH3:3])[CH3:2]. The catalyst is FC(F)(F)C(O)=O.O. The product is [NH2:40][C:39]1[C:34]2[CH:33]=[CH:32][N:31]([C@H:23]3[C@H:24]([OH:28])[C@H:25]([OH:26])[C@@H:21]([CH2:20][N:16]([CH2:15][CH2:14][CH2:13][CH2:12][C:10]4[NH:9][C:8]5[CH:52]=[CH:53][C:5]([C:1]([CH3:3])([CH3:2])[CH3:4])=[CH:6][C:7]=5[N:11]=4)[CH:17]([CH3:19])[CH3:18])[O:22]3)[C:35]=2[N:36]=[CH:37][N:38]=1. The yield is 0.680. (4) The yield is 0.620. The catalyst is CN(C=O)C. The reactants are [Br:1][C:2]1[CH:12]=[CH:11][C:5]([C:6]([O:8][CH2:9][CH3:10])=[O:7])=[CH:4][C:3]=1[OH:13].C(=O)([O-])[O-].[K+].[K+].I[CH2:21][CH3:22]. The product is [Br:1][C:2]1[CH:12]=[CH:11][C:5]([C:6]([O:8][CH2:9][CH3:10])=[O:7])=[CH:4][C:3]=1[O:13][CH2:21][CH3:22]. (5) The reactants are C(OC([NH:8][C@H:9]([C:11]([NH:13][CH:14]1[N:20]=[C:19]([C:21]2[CH:26]=[CH:25][CH:24]=[CH:23][CH:22]=2)[C:18]2[CH:27]=[CH:28][CH:29]=[CH:30][C:17]=2[N:16]([CH2:31][C:32](=[O:39])[C:33]2[CH:38]=[CH:37][CH:36]=[CH:35][CH:34]=2)[C:15]1=[O:40])=[O:12])[CH3:10])=O)(C)(C)C.C(O)(C(F)(F)F)=O.C(Cl)Cl. No catalyst specified. The product is [NH2:8][C@H:9]([C:11]([NH:13][CH:14]1[N:20]=[C:19]([C:21]2[CH:26]=[CH:25][CH:24]=[CH:23][CH:22]=2)[C:18]2[CH:27]=[CH:28][CH:29]=[CH:30][C:17]=2[N:16]([CH2:31][C:32](=[O:39])[C:33]2[CH:38]=[CH:37][CH:36]=[CH:35][CH:34]=2)[C:15]1=[O:40])=[O:12])[CH3:10]. The yield is 0.940. (6) The reactants are [OH:1][C:2]1[C:3]([CH3:18])=[C:4]([CH:15]=[CH:16][CH:17]=1)[C:5]([N:7]([CH3:14])[C:8]1[CH:13]=[CH:12][CH:11]=[CH:10][CH:9]=1)=[O:6].C([O-])([O-])=O.[K+].[K+].[CH3:25][O:26][CH2:27][CH2:28]Br. The catalyst is CN(C=O)C. The product is [CH3:25][O:26][CH2:27][CH2:28][O:1][C:2]1[C:3]([CH3:18])=[C:4]([CH:15]=[CH:16][CH:17]=1)[C:5]([N:7]([CH3:14])[C:8]1[CH:13]=[CH:12][CH:11]=[CH:10][CH:9]=1)=[O:6]. The yield is 0.900. (7) The reactants are CC(OI1(OC(C)=O)(OC(C)=O)OC(=O)C2C=CC=CC1=2)=O.[Br:23][C:24]1[CH:29]=[C:28]([CH3:30])[C:27]([CH2:31][CH2:32][OH:33])=[C:26]([CH3:34])[CH:25]=1. The catalyst is C(Cl)Cl. The product is [Br:23][C:24]1[CH:25]=[C:26]([CH3:34])[C:27]([CH2:31][CH:32]=[O:33])=[C:28]([CH3:30])[CH:29]=1. The yield is 0.990.